Binary Classification. Given a drug SMILES string, predict its activity (active/inactive) in a high-throughput screening assay against a specified biological target. From a dataset of HIV replication inhibition screening data with 41,000+ compounds from the AIDS Antiviral Screen. (1) The drug is CCOC(=O)C(=Cc1ccccc1OC)P(=O)(OCC)OCC. The result is 0 (inactive). (2) The drug is CC1(C)OCC(COC(=O)NCn2cc(-c3ccccc3)nn2)O1. The result is 0 (inactive).